From a dataset of Forward reaction prediction with 1.9M reactions from USPTO patents (1976-2016). Predict the product of the given reaction. (1) Given the reactants CO.[OH-].[Na+].C([O:8][C:9]1[CH:42]=[CH:41][C:40]([N:43]2[CH2:48][CH2:47][CH2:46][CH2:45][CH2:44]2)=[CH:39][C:10]=1[C:11]([NH:13][C:14]1[CH:26]=[C:25]([C:27]2[N:28](C(OC(C)(C)C)=O)[CH:29]=[CH:30][CH:31]=2)[CH:24]=[CH:23][C:15]=1[C:16]([O:18]C(C)(C)C)=[O:17])=[O:12])(=O)C.C(O)(=O)CC(CC(O)=O)(C(O)=O)O, predict the reaction product. The product is: [OH:8][C:9]1[CH:42]=[CH:41][C:40]([N:43]2[CH2:48][CH2:47][CH2:46][CH2:45][CH2:44]2)=[CH:39][C:10]=1[C:11]([NH:13][C:14]1[CH:26]=[C:25]([C:27]2[NH:28][CH:29]=[CH:30][CH:31]=2)[CH:24]=[CH:23][C:15]=1[C:16]([OH:18])=[O:17])=[O:12]. (2) Given the reactants [CH3:1][C:2]1[CH:7]=[C:6]([N+:8]([O-:10])=[O:9])[CH:5]=[C:4]([C:11]#[C:12][Si](C)(C)C)[C:3]=1[NH2:17].C(=O)([O-])[O-].[K+].[K+].O.C(OCC)(=O)C, predict the reaction product. The product is: [C:11]([C:4]1[CH:5]=[C:6]([N+:8]([O-:10])=[O:9])[CH:7]=[C:2]([CH3:1])[C:3]=1[NH2:17])#[CH:12]. (3) The product is: [C:35]([C:32]1([C:37]2[CH:42]=[CH:41][CH:40]=[CH:39][CH:38]=2)[CH2:33][CH2:34][N:29]([C:27]([C@:11]23[CH2:23][CH2:22][C@@H:21]([C:24]([CH3:26])=[CH2:25])[C@@H:12]2[C@@H:13]2[C@@:8]([CH3:43])([CH2:9][CH2:10]3)[C@@:7]3([CH3:44])[C@@H:16]([C@:17]4([CH3:20])[C@@H:4]([CH2:5][CH2:6]3)[C:3]([CH3:46])([CH3:45])[C@@H:2]([O:1][C:57](=[O:59])[CH2:58][C:54]([CH3:61])([CH3:53])[C:55]([OH:60])=[O:56])[CH2:19][CH2:18]4)[CH2:15][CH2:14]2)=[O:28])[CH2:30][CH2:31]1)#[N:36]. Given the reactants [OH:1][C@H:2]1[CH2:19][CH2:18][C@@:17]2([CH3:20])[C@@H:4]([CH2:5][CH2:6][C@:7]3([CH3:44])[C@@H:16]2[CH2:15][CH2:14][C@H:13]2[C@@:8]3([CH3:43])[CH2:9][CH2:10][C@@:11]3([C:27]([N:29]4[CH2:34][CH2:33][C:32]([C:37]5[CH:42]=[CH:41][CH:40]=[CH:39][CH:38]=5)([C:35]#[N:36])[CH2:31][CH2:30]4)=[O:28])[CH2:23][CH2:22][C@@H:21]([C:24]([CH3:26])=[CH2:25])[C@@H:12]32)[C:3]1([CH3:46])[CH3:45].N1C=CC=CC=1.[CH3:53][C:54]1([CH3:61])[CH2:58][C:57](=[O:59])[O:56][C:55]1=[O:60], predict the reaction product. (4) Given the reactants [Cl:1][C:2]1[C:6]([CH2:7][CH3:8])=[C:5]([C:9]2[CH:10]=[C:11]([C:14]([O:16]C)=[O:15])[S:12][CH:13]=2)[N:4]([CH3:18])[N:3]=1.[OH-].[Na+], predict the reaction product. The product is: [Cl:1][C:2]1[C:6]([CH2:7][CH3:8])=[C:5]([C:9]2[CH:10]=[C:11]([C:14]([OH:16])=[O:15])[S:12][CH:13]=2)[N:4]([CH3:18])[N:3]=1. (5) Given the reactants [C:1]([CH:5]1[CH2:10][CH2:9][C:8](=[O:11])[CH2:7][CH2:6]1)([CH3:4])([CH3:3])[CH3:2].[CH2:12]([Si:15](C)([CH3:17])[CH3:16])C=C.C(N(CC)CC)C.C(=O)([O-])O.[Na+], predict the reaction product. The product is: [C:1]([CH:5]1[CH2:6][CH2:7][C:8]([O:11][Si:15]([CH3:17])([CH3:16])[CH3:12])=[CH:9][CH2:10]1)([CH3:4])([CH3:2])[CH3:3]. (6) Given the reactants IC.[CH3:3][N:4]1[C:8]2[CH:9]=[C:10]([C:13]3[CH:14]=[C:15]([NH:19][S:20]([CH:23]4[CH2:25][CH2:24]4)(=[O:22])=[O:21])[CH:16]=[N:17][CH:18]=3)[CH:11]=[CH:12][C:7]=2[O:6][C:5]1=[O:26].[C:27](=O)([O-])[O-].[K+].[K+], predict the reaction product. The product is: [CH3:27][N:19]([C:15]1[CH:16]=[N:17][CH:18]=[C:13]([C:10]2[CH:11]=[CH:12][C:7]3[O:6][C:5](=[O:26])[N:4]([CH3:3])[C:8]=3[CH:9]=2)[CH:14]=1)[S:20]([CH:23]1[CH2:25][CH2:24]1)(=[O:22])=[O:21]. (7) Given the reactants Cl[C:2]1[CH:3]=[C:4]([CH2:21][N:22]2[CH2:27][CH2:26][O:25][CH2:24][CH2:23]2)[C:5]2[N:6]([C:8]([CH2:12][C:13]3[CH:18]=[CH:17][C:16]([Cl:19])=[CH:15][C:14]=3[F:20])=[C:9]([CH3:11])[N:10]=2)[N:7]=1.[CH3:28][O:29][C:30]1[CH:43]=[CH:42][C:33]([CH2:34][N:35]2[C:39]([CH3:40])=[CH:38][C:37]([NH2:41])=[N:36]2)=[CH:32][CH:31]=1.C(=O)([O-])[O-].[K+].[K+].C1(P(C2C=CC=CC=2)C2C3OC4C(=CC=CC=4P(C4C=CC=CC=4)C4C=CC=CC=4)C(C)(C)C=3C=CC=2)C=CC=CC=1, predict the reaction product. The product is: [Cl:19][C:16]1[CH:17]=[CH:18][C:13]([CH2:12][C:8]2[N:6]3[N:7]=[C:2]([NH:41][C:37]4[CH:38]=[C:39]([CH3:40])[N:35]([CH2:34][C:33]5[CH:42]=[CH:43][C:30]([O:29][CH3:28])=[CH:31][CH:32]=5)[N:36]=4)[CH:3]=[C:4]([CH2:21][N:22]4[CH2:23][CH2:24][O:25][CH2:26][CH2:27]4)[C:5]3=[N:10][C:9]=2[CH3:11])=[C:14]([F:20])[CH:15]=1. (8) Given the reactants [N+]([C:4]1[CH:11]=[CH:10][CH:9]=[CH:8][C:5]=1[C:6]#[N:7])([O-])=O.[CH2:12]([O:19][CH2:20][CH2:21][SH:22])[C:13]1[CH:18]=[CH:17][CH:16]=[CH:15][CH:14]=1.[OH-].[K+], predict the reaction product. The product is: [CH2:12]([O:19][CH2:20][CH2:21][S:22][C:4]1[CH:11]=[CH:10][CH:9]=[CH:8][C:5]=1[C:6]#[N:7])[C:13]1[CH:18]=[CH:17][CH:16]=[CH:15][CH:14]=1. (9) Given the reactants [Br:1][C:2]1[CH:3]=[C:4]([Cl:13])[C:5]([C:8]2([C:11]#[N:12])[CH2:10][CH2:9]2)=[N:6][CH:7]=1.[H-].C([Al+]CC(C)C)C(C)C.C(C(C(C([O-])=O)O)O)([O-])=O.[Na+].[K+], predict the reaction product. The product is: [Br:1][C:2]1[CH:3]=[C:4]([Cl:13])[C:5]([C:8]2([CH2:11][NH2:12])[CH2:9][CH2:10]2)=[N:6][CH:7]=1.